From a dataset of Full USPTO retrosynthesis dataset with 1.9M reactions from patents (1976-2016). Predict the reactants needed to synthesize the given product. (1) Given the product [CH2:1]([O:3][C:4](=[O:23])[CH2:5][C:6]1[CH:11]=[CH:10][C:9]([NH:12][C:13]2[C:18]([NH2:19])=[CH:17][CH:16]=[CH:15][N:14]=2)=[CH:8][C:7]=1[Cl:22])[CH3:2], predict the reactants needed to synthesize it. The reactants are: [CH2:1]([O:3][C:4](=[O:23])[CH2:5][C:6]1[CH:11]=[CH:10][C:9]([NH:12][C:13]2[C:18]([N+:19]([O-])=O)=[CH:17][CH:16]=[CH:15][N:14]=2)=[CH:8][C:7]=1[Cl:22])[CH3:2].CCO. (2) Given the product [CH3:7][CH:8]1[CH:13]=[C:12]([CH3:14])[CH2:11][CH2:10][C:9]1([CH2:15][OH:16])[CH:17]=[CH2:18], predict the reactants needed to synthesize it. The reactants are: [H-].[H-].[H-].[H-].[Li+].[Al+3].[CH3:7][CH:8]1[CH:13]=[C:12]([CH3:14])[CH2:11][CH2:10][C:9]1([CH:17]=[CH2:18])[CH:15]=[O:16].O.[OH-].[Na+]. (3) Given the product [C:1]([O:9][C@H:10]1[CH2:15][CH2:14][C@@H:13]([OH:16])[CH2:12][C@@H:11]1[C:24]1[N:28]([CH3:29])[N:27]=[CH:26][CH:25]=1)(=[O:8])[C:2]1[CH:3]=[CH:4][CH:5]=[CH:6][CH:7]=1, predict the reactants needed to synthesize it. The reactants are: [C:1]([O:9][C@H:10]1[CH2:15][CH2:14][C@@H:13]([O:16][Si](C(C)(C)C)(C)C)[CH2:12][C@@H:11]1[C:24]1[N:28]([CH3:29])[N:27]=[CH:26][CH:25]=1)(=[O:8])[C:2]1[CH:7]=[CH:6][CH:5]=[CH:4][CH:3]=1.[F-].C([N+](CCCC)(CCCC)CCCC)CCC. (4) Given the product [NH2:14][C:15]1[CH:24]=[C:23]([F:25])[C:22]([F:26])=[C:21]2[C:16]=1[CH:17]=[N:18][C:19]([CH3:27])=[N:20]2, predict the reactants needed to synthesize it. The reactants are: ClC1C(OC)=C(C2(CC(C(F)(F)F)(O)C=[N:14][C:15]3[CH:24]=[C:23]([F:25])[C:22]([F:26])=[C:21]4[C:16]=3[CH:17]=[N:18][C:19]([CH3:27])=[N:20]4)CC2)C=CC=1.B(Br)(Br)Br.